This data is from Reaction yield outcomes from USPTO patents with 853,638 reactions. The task is: Predict the reaction yield, written as a fraction of the theoretical maximum amount of product (1.0 means a 100% yield; for example, 0.34 means a 34% yield). (1) The reactants are [NH2:1][C:2]1[CH:17]=[CH:16][C:5]([O:6][C:7]2[CH:14]=[CH:13][C:12]([F:15])=[CH:11][C:8]=2[C:9]#[N:10])=[CH:4][C:3]=1[CH3:18].Cl.[N:20]([O-])=O.[Na+].CC([O-])=O.[K+]. The catalyst is CC(O)=O.O.CCOC(C)=O. The product is [F:15][C:12]1[CH:13]=[CH:14][C:7]([O:6][C:5]2[CH:4]=[C:3]3[C:2](=[CH:17][CH:16]=2)[NH:1][N:20]=[CH:18]3)=[C:8]([CH:11]=1)[C:9]#[N:10]. The yield is 0.840. (2) The reactants are [NH2:1][C:2]1[O:6][N:5]=[C:4]([CH3:7])[C:3]=1[Br:8].[Br:9][C:10]1[C:11]([S:17](Cl)(=[O:19])=[O:18])=[C:12]([Cl:16])[S:13][C:14]=1[Cl:15]. No catalyst specified. The product is [Br:8][C:3]1[C:4]([CH3:7])=[N:5][O:6][C:2]=1[NH:1][S:17]([C:11]1[C:10]([Br:9])=[C:14]([Cl:15])[S:13][C:12]=1[Cl:16])(=[O:19])=[O:18]. The yield is 0.580. (3) The reactants are [C:1]([O:20][CH2:21][C:22]([O:24]CC)=[O:23])([C:14]1[CH:19]=[CH:18][CH:17]=[CH:16][CH:15]=1)([C:8]1[CH:13]=[CH:12][CH:11]=[CH:10][CH:9]=1)[C:2]1[CH:7]=[CH:6][CH:5]=[CH:4][CH:3]=1.[OH-].[Na+]. The catalyst is CCO. The product is [C:1]([O:20][CH2:21][C:22]([OH:24])=[O:23])([C:8]1[CH:9]=[CH:10][CH:11]=[CH:12][CH:13]=1)([C:14]1[CH:19]=[CH:18][CH:17]=[CH:16][CH:15]=1)[C:2]1[CH:3]=[CH:4][CH:5]=[CH:6][CH:7]=1. The yield is 0.980. (4) The yield is 0.550. The reactants are [Si]([O:8][C@@H:9]1[C@@H:14]([CH3:15])[CH2:13][N:12]([C:16]2[CH:21]=[CH:20][N:19]=[CH:18][C:17]=2[NH:22][C:23]([C:25]2[CH:34]=[CH:33][C:32]3[C:27](=[CH:28][C:29]([C:35]4[CH2:36][CH2:37][O:38][CH2:39][CH:40]=4)=[CH:30][CH:31]=3)[N:26]=2)=[O:24])[CH2:11][C@H:10]1[NH:41]C(=O)OC(C)(C)C)(C(C)(C)C)(C)C.Cl.O1CCOCC1. The catalyst is CO.[Pd]. The product is [NH2:41][C@H:10]1[C@H:9]([OH:8])[C@@H:14]([CH3:15])[CH2:13][N:12]([C:16]2[CH:21]=[CH:20][N:19]=[CH:18][C:17]=2[NH:22][C:23]([C:25]2[CH:34]=[CH:33][C:32]3[C:27](=[CH:28][C:29]([CH:35]4[CH2:36][CH2:37][O:38][CH2:39][CH2:40]4)=[CH:30][CH:31]=3)[N:26]=2)=[O:24])[CH2:11]1. (5) The reactants are [S:1]1[C:5]2[CH:6]=[CH:7][CH:8]=[CH:9][C:4]=2[N:3]=[C:2]1[C:10]1[CH:11]=[C:12]2[C:17](=[CH:18][C:19]=1[NH:20][C:21](=[O:23])[CH3:22])[CH2:16][N:15](C(=O)C(F)(F)F)[CH2:14][CH2:13]2.O.[OH-].[Li+]. The catalyst is CO.ClCCl.O. The product is [S:1]1[C:5]2[CH:6]=[CH:7][CH:8]=[CH:9][C:4]=2[N:3]=[C:2]1[C:10]1[CH:11]=[C:12]2[C:17](=[CH:18][C:19]=1[NH:20][C:21](=[O:23])[CH3:22])[CH2:16][NH:15][CH2:14][CH2:13]2. The yield is 0.710. (6) The reactants are [C:1]1([N:7]=[C:8]=[O:9])[CH:6]=[CH:5][CH:4]=[CH:3][CH:2]=1.[Br:10][C:11]1[CH:12]=[C:13]2[C:17](=[CH:18][CH:19]=1)[NH:16][CH2:15][CH2:14]2. The catalyst is C(Cl)Cl. The product is [Br:10][C:11]1[CH:12]=[C:13]2[C:17](=[CH:18][CH:19]=1)[N:16]([C:8]([NH:7][C:1]1[CH:6]=[CH:5][CH:4]=[CH:3][CH:2]=1)=[O:9])[CH2:15][CH2:14]2. The yield is 0.950. (7) The reactants are [C:1]([O:5][C:6]([N:8]1[CH2:13][CH2:12][N:11](C2C(=O)N(CC(C)C)N=C(C3C=CC(C)=C(F)C=3)C=2C)[CH2:10][CH2:9]1)=[O:7])([CH3:4])([CH3:3])[CH3:2].[CH2:34]([N:43]1[C:48](=[O:49])[C:47](COS(C)(=O)=O)=[CH:46][C:45]([C:56]2[CH:61]=[CH:60][C:59]([F:62])=[C:58]([CH3:63])[CH:57]=2)=[N:44]1)[CH:35]=[CH:36][C:37]1[CH:42]=[CH:41][CH:40]=[CH:39][CH:38]=1.N1(C(OC(C)(C)C)=O)CCNC[CH2:65]1. No catalyst specified. The product is [C:1]([O:5][C:6]([N:8]1[CH2:13][CH2:12][N:11]([C:47]2[C:48](=[O:49])[N:43]([CH2:34][CH:35]=[CH:36][C:37]3[CH:38]=[CH:39][CH:40]=[CH:41][CH:42]=3)[N:44]=[C:45]([C:56]3[CH:61]=[CH:60][C:59]([F:62])=[C:58]([CH3:63])[CH:57]=3)[C:46]=2[CH3:65])[CH2:10][CH2:9]1)=[O:7])([CH3:4])([CH3:2])[CH3:3]. The yield is 0.867. (8) The reactants are [N+:1]([C:4]1[C:11](C2C=CC(C)=C(C)C=2)=[CH:10][CH:9]=[CH:8][C:5]=1[C:6]#[N:7])([O-])=O.S(S([O-])=O)([O-])=O.[Na+].[Na+].[CH2:28](O)[CH3:29]. The catalyst is O. The product is [NH2:1][C:4]1[C:11]([NH:1][C:4]2[CH:5]=[CH:8][C:9]([CH3:10])=[C:28]([CH3:29])[CH:11]=2)=[CH:10][CH:9]=[CH:8][C:5]=1[C:6]#[N:7]. The yield is 0.520. (9) The reactants are [CH2:1]([N:8]1[CH2:13][CH2:12][N:11]([C:14]2[CH:15]=[C:16]3[C:20](=[CH:21][C:22]=2[O:23][CH3:24])[NH:19][N:18]=[C:17]3[S:25]([C:28]2[CH:33]=[CH:32][CH:31]=[CH:30][CH:29]=2)(=[O:27])=[O:26])[CH2:10][CH2:9]1)[C:2]1[CH:7]=[CH:6][CH:5]=[CH:4][CH:3]=1.[C:34]1(B(O)O)[CH:39]=[CH:38][CH:37]=[CH:36][CH:35]=1.N1C=CC=CC=1.C(Cl)[Cl:50]. The catalyst is C([O-])(=O)C.[Cu+2].C([O-])(=O)C. The product is [ClH:50].[CH2:1]([N:8]1[CH2:9][CH2:10][N:11]([C:14]2[CH:15]=[C:16]3[C:20](=[CH:21][C:22]=2[O:23][CH3:24])[N:19]([C:34]2[CH:39]=[CH:38][CH:37]=[CH:36][CH:35]=2)[N:18]=[C:17]3[S:25]([C:28]2[CH:33]=[CH:32][CH:31]=[CH:30][CH:29]=2)(=[O:26])=[O:27])[CH2:12][CH2:13]1)[C:2]1[CH:3]=[CH:4][CH:5]=[CH:6][CH:7]=1. The yield is 0.250.